From a dataset of Forward reaction prediction with 1.9M reactions from USPTO patents (1976-2016). Predict the product of the given reaction. (1) Given the reactants C[O:2][C:3](=[O:14])[CH:4](Cl)[CH2:5][C:6]1[CH:11]=[CH:10][C:9]([CH3:12])=[CH:8][CH:7]=1.C(=O)([O-])[O-:16].[Ca+2].[OH-].[Na+].Cl, predict the reaction product. The product is: [OH:16][CH:4]([CH2:5][C:6]1[CH:11]=[CH:10][C:9]([CH3:12])=[CH:8][CH:7]=1)[C:3]([OH:2])=[O:14]. (2) Given the reactants COC1C=C([C@H]2OC(=O)N[C@@H]2C2C=CC=C(C#CC3C=CC=CC=3)C=2)C=CC=1.Br[C:30]1[N:35]=[C:34]([C@@H:36]2[C@@H:40]([C:41]3[CH:46]=[CH:45][CH:44]=[C:43]([O:47][CH3:48])[CH:42]=3)[O:39][C:38](=[O:49])[NH:37]2)[CH:33]=[CH:32][CH:31]=1.[C:50]([C:52]1[CH:57]=[CH:56][CH:55]=[C:54]([F:58])[CH:53]=1)#[CH:51], predict the reaction product. The product is: [F:58][C:54]1[CH:53]=[C:52]([C:50]#[C:51][C:30]2[N:35]=[C:34]([C@@H:36]3[C@@H:40]([C:41]4[CH:46]=[CH:45][CH:44]=[C:43]([O:47][CH3:48])[CH:42]=4)[O:39][C:38](=[O:49])[NH:37]3)[CH:33]=[CH:32][CH:31]=2)[CH:57]=[CH:56][CH:55]=1. (3) The product is: [CH3:3][O:4][C:5](=[O:13])[C:6]1[CH:11]=[CH:10][C:9]([O:19][CH3:18])=[N:8][CH:7]=1. Given the reactants [H-].[Na+].[CH3:3][O:4][C:5](=[O:13])[C:6]1[CH:11]=[C:10](O)[CH:9]=[N:8][CH:7]=1.IC.CN(C)[CH:18]=[O:19], predict the reaction product. (4) Given the reactants [CH2:1]([N:8]1[CH2:13][CH2:12][N:11]2[C@@H:14]([C:19]3[CH:24]=[CH:23][C:22]([O:25][CH3:26])=[C:21]([CH3:27])[C:20]=3[CH3:28])[CH2:15][C:16](=O)[CH2:17][C@H:10]2[CH2:9]1)[C:2]1[CH:7]=[CH:6][CH:5]=[CH:4][CH:3]=1, predict the reaction product. The product is: [CH2:1]([N:8]1[CH2:13][CH2:12][N:11]2[C@@H:14]([C:19]3[CH:24]=[CH:23][C:22]([O:25][CH3:26])=[C:21]([CH3:27])[C:20]=3[CH3:28])[CH2:15][CH2:16][CH2:17][C@H:10]2[CH2:9]1)[C:2]1[CH:3]=[CH:4][CH:5]=[CH:6][CH:7]=1. (5) Given the reactants Br[C:2]1[CH:3]=[C:4]2[C:9](=[CH:10][C:11]=1[F:12])[N:8]=[CH:7][CH:6]=[CH:5]2.[C:13]([O-:16])(=[O:15])[CH3:14].[Br-].[C:18]([Zn+2])([CH3:21])([CH3:20])[CH3:19], predict the reaction product. The product is: [C:18]([O:15][C:13](=[O:16])[CH2:14][C:2]1[CH:3]=[C:4]2[C:9](=[CH:10][C:11]=1[F:12])[N:8]=[CH:7][CH:6]=[CH:5]2)([CH3:21])([CH3:20])[CH3:19]. (6) The product is: [CH3:2][O:3][C:4]1[C:12]2[O:11][C:10]([CH3:14])([CH3:13])[CH2:9][C:8]=2[C:7]([C:15]2[C:16]([CH3:28])([CH3:27])[C:17](=[O:26])[N:18]([CH:20]3[CH2:25][CH2:24][N:23]([S:39]([C:37]4[CH:36]=[CH:35][CH:34]=[C:33]5[C:38]=4[N:29]=[CH:30][CH:31]=[CH:32]5)(=[O:40])=[O:41])[CH2:22][CH2:21]3)[N:19]=2)=[CH:6][CH:5]=1. Given the reactants Cl.[CH3:2][O:3][C:4]1[C:12]2[O:11][C:10]([CH3:14])([CH3:13])[CH2:9][C:8]=2[C:7]([C:15]2[C:16]([CH3:28])([CH3:27])[C:17](=[O:26])[N:18]([CH:20]3[CH2:25][CH2:24][NH:23][CH2:22][CH2:21]3)[N:19]=2)=[CH:6][CH:5]=1.[N:29]1[C:38]2[C:33](=[CH:34][CH:35]=[CH:36][C:37]=2[S:39](Cl)(=[O:41])=[O:40])[CH:32]=[CH:31][CH:30]=1, predict the reaction product. (7) The product is: [N:8]1([C:14]([C:16]2[CH:28]=[C:27]3[C:19]([C:20]4[CH:21]=[C:22]([C:2]5[CH:7]=[CH:6][CH:5]=[CH:4][N:3]=5)[CH:23]=[C:24]([C:29]([NH2:31])=[O:30])[C:25]=4[NH:26]3)=[CH:18][CH:17]=2)=[O:15])[CH2:13][CH2:12][O:11][CH2:10][CH2:9]1. Given the reactants Br[C:2]1[CH:7]=[CH:6][CH:5]=[CH:4][N:3]=1.[N:8]1([C:14]([C:16]2[CH:28]=[C:27]3[C:19]([C:20]4[CH:21]=[C:22](B5OC(C)(C)C(C)(C)O5)[CH:23]=[C:24]([C:29]([NH2:31])=[O:30])[C:25]=4[NH:26]3)=[CH:18][CH:17]=2)=[O:15])[CH2:13][CH2:12][O:11][CH2:10][CH2:9]1.C([O-])([O-])=O.[Na+].[Na+].C1(C)C=CC=CC=1, predict the reaction product. (8) Given the reactants [Sn](Cl)(Cl)(Cl)Cl.[Cl:6][C:7]1[N:15]=[CH:14][CH:13]=[CH:12][C:8]=1[C:9](Cl)=[O:10].[CH2:16]([O:18][C:19]([C:21]1[NH:22][CH:23]=[CH:24][CH:25]=1)=[O:20])[CH3:17], predict the reaction product. The product is: [CH2:16]([O:18][C:19]([C:21]1[NH:22][C:23]([C:9]([C:8]2[C:7]([Cl:6])=[N:15][CH:14]=[CH:13][CH:12]=2)=[O:10])=[CH:24][CH:25]=1)=[O:20])[CH3:17].